This data is from Catalyst prediction with 721,799 reactions and 888 catalyst types from USPTO. The task is: Predict which catalyst facilitates the given reaction. (1) Reactant: [Cl:1][C:2]1[CH:10]=[C:9]2[C:5]([C:6]([NH:11][C:12](=[O:16])[CH2:13][CH2:14][CH3:15])=[N:7][NH:8]2)=[CH:4][C:3]=1[C:17]1[CH:22]=[CH:21][C:20]([N+:23]([O-])=O)=[CH:19][CH:18]=1. The catalyst class is: 183. Product: [NH2:23][C:20]1[CH:21]=[CH:22][C:17]([C:3]2[CH:4]=[C:5]3[C:9](=[CH:10][C:2]=2[Cl:1])[NH:8][N:7]=[C:6]3[NH:11][C:12](=[O:16])[CH2:13][CH2:14][CH3:15])=[CH:18][CH:19]=1. (2) Reactant: [OH:1][C:2]1([C:9]2[CH:18]=[CH:17][C:12]([C:13]([NH:15][CH3:16])=[O:14])=[CH:11][N:10]=2)[CH2:7][CH2:6][C:5](=O)[CH2:4][CH2:3]1.[NH2:19][C@H:20]1[CH2:24][CH2:23][N:22]([C:25](=[O:40])[CH2:26][NH:27][C:28](=[O:39])[C:29]2[CH:34]=[CH:33][CH:32]=[C:31]([C:35]([F:38])([F:37])[F:36])[CH:30]=2)[CH2:21]1.[Na].C(O[BH-](OC(=O)C)OC(=O)C)(=O)C. Product: [OH:1][C:2]1([C:9]2[CH:18]=[CH:17][C:12]([C:13]([NH:15][CH3:16])=[O:14])=[CH:11][N:10]=2)[CH2:7][CH2:6][CH:5]([NH:19][C@H:20]2[CH2:24][CH2:23][N:22]([C:25](=[O:40])[CH2:26][NH:27][C:28](=[O:39])[C:29]3[CH:34]=[CH:33][CH:32]=[C:31]([C:35]([F:37])([F:38])[F:36])[CH:30]=3)[CH2:21]2)[CH2:4][CH2:3]1. The catalyst class is: 2. (3) Reactant: [NH2:1][C:2]1[N:7]=[CH:6][N:5]=[C:4]([NH:8][C@H:9]([C:11]2[N:16]([C:17]3[CH:22]=[CH:21][CH:20]=[CH:19][CH:18]=3)[C:15](=[O:23])[C:14]3=[C:24](C)[CH:25]=[CH:26][N:13]3[N:12]=2)[CH3:10])[C:3]=1I.CC1(C)C(C)(C)OB([C:37]2[CH:38]=[N:39][N:40]([CH2:42][CH2:43][OH:44])[CH:41]=2)O1.C(=O)([O-])[O-].[Na+].[Na+]. Product: [NH2:1][C:2]1[N:7]=[CH:6][N:5]=[C:4]([NH:8][C@H:9]([C:11]2[N:16]([C:17]3[CH:22]=[CH:21][CH:20]=[CH:19][CH:18]=3)[C:15](=[O:23])[C:14]3=[CH:24][CH:25]=[CH:26][N:13]3[N:12]=2)[CH3:10])[C:3]=1[C:37]1[CH:38]=[N:39][N:40]([CH2:42][CH2:43][OH:44])[CH:41]=1. The catalyst class is: 45. (4) Reactant: [CH3:1][C:2]1[CH:7]=[CH:6][C:5]([C:8]2[CH:13]=[C:12]([O:14][CH2:15][CH:16]3[CH2:20][CH2:19][CH2:18][O:17]3)[CH:11]=[C:10]([C:21](O)=[O:22])[CH:9]=2)=[CH:4][CH:3]=1.Cl.Cl.[CH3:26][C:27]1[N:32]=[CH:31][C:30]([C@H:33]([NH2:35])[CH3:34])=[CH:29][CH:28]=1.F[P-](F)(F)(F)(F)F.C[N+](C)=C(N(C)C)ON1C2N=CC=CC=2N=N1.C(N(CC)C(C)C)(C)C. Product: [CH3:1][C:2]1[CH:3]=[CH:4][C:5]([C:8]2[CH:13]=[C:12]([O:14][CH2:15][CH:16]3[CH2:20][CH2:19][CH2:18][O:17]3)[CH:11]=[C:10]([C:21]([NH:35][C@@H:33]([C:30]3[CH:31]=[N:32][C:27]([CH3:26])=[CH:28][CH:29]=3)[CH3:34])=[O:22])[CH:9]=2)=[CH:6][CH:7]=1. The catalyst class is: 9. (5) Reactant: CS[CH2:3][CH2:4][CH2:5][CH2:6][OH:7].[OH:8][S:9]([O-:12])(=O)=O.[K+].[CH3:14]O. Product: [CH3:14][S:9]([CH2:3][CH2:4][CH2:5][CH2:6][OH:7])(=[O:12])=[O:8]. The catalyst class is: 6. (6) The catalyst class is: 1. Reactant: [Br:1][C:2]1[CH:7]=[CH:6][C:5]([C:8](=[O:13])[C:9]([CH3:12])([CH3:11])[CH3:10])=[CH:4][CH:3]=1.[F:14][C:15]([Si](C)(C)C)([F:17])[F:16].[F-].C([N+](CCCC)(CCCC)CCCC)CCC. Product: [Br:1][C:2]1[CH:3]=[CH:4][C:5]([C:8]([OH:13])([C:9]([CH3:10])([CH3:12])[CH3:11])[C:15]([F:17])([F:16])[F:14])=[CH:6][CH:7]=1. (7) Reactant: [Br:1][C:2]1[CH:7]=[C:6]([CH3:8])[CH:5]=[CH:4][C:3]=1[OH:9].C(=O)([O-])[O-].[K+].[K+].C(Br)C=C.[CH2:20]([O:23]CC=C)[CH:21]=[CH2:22].C(C1C(C(F)(F)F)=CC=C(Cl)C=1O)C=C.C(C1C=C(C)C=C(Br)C=1O)C=C.ClC1C=C(C=CC=1)C(OO)=O.ClC1C2OC(CO)CC=2C(C(F)(F)F)=CC=1. Product: [Br:1][C:2]1[C:3]2[O:9][CH:21]([CH2:20][OH:23])[CH2:22][C:4]=2[CH:5]=[C:6]([CH3:8])[CH:7]=1. The catalyst class is: 728. (8) Reactant: [N:1]1([C:6]2[CH:13]=[CH:12][C:9]([C:10]#[N:11])=[CH:8][CH:7]=2)[CH:5]=[CH:4][CH:3]=[N:2]1.B.O1CCCC1. Product: [N:1]1([C:6]2[CH:13]=[CH:12][C:9]([CH2:10][NH2:11])=[CH:8][CH:7]=2)[CH:5]=[CH:4][CH:3]=[N:2]1. The catalyst class is: 5. (9) Reactant: C([Li])CCC.C(NC(C)C)(C)C.[Li+].CC([N-]C(C)C)C.[CH:21]([C:23]1[CH:24]=[C:25]2[C:30](=[CH:31][CH:32]=1)/[C:29](=[N:33]/[OH:34])/[CH2:28][CH2:27][CH2:26]2)=[CH2:22].[CH:35]([O:38][C:39]1[CH:50]=[CH:49][C:42]([C:43](OC(C)C)=O)=[C:41]([C:51]([F:54])([F:53])[F:52])[CH:40]=1)([CH3:37])[CH3:36].O.C1(C)C=CC(S(O)(=O)=O)=CC=1. Product: [CH:35]([O:38][C:39]1[CH:50]=[CH:49][C:42]([C:43]2[O:34][N:33]=[C:29]3[C:30]4[C:25]([CH2:26][CH2:27][C:28]=23)=[CH:24][C:23]([CH:21]=[CH2:22])=[CH:32][CH:31]=4)=[C:41]([C:51]([F:52])([F:53])[F:54])[CH:40]=1)([CH3:37])[CH3:36]. The catalyst class is: 182. (10) Reactant: [F:1][C:2]1[CH:7]=[C:6]([F:8])[CH:5]=[CH:4][C:3]=1[C:9]1[CH:14]=[C:13]([N:15]2[C:19]3=[N:20][CH:21]=[C:22]([C:24]4[N:25]=[N:26][N:27]([CH:29]5[CH2:34][CH2:33][N:32]([CH3:35])[CH2:31][CH2:30]5)[CH:28]=4)[CH:23]=[C:18]3[N:17]=[CH:16]2)[CH:12]=[C:11]([NH:36]C(=O)C)[CH:10]=1. Product: [F:1][C:2]1[CH:7]=[C:6]([F:8])[CH:5]=[CH:4][C:3]=1[C:9]1[CH:14]=[C:13]([N:15]2[C:19]3=[N:20][CH:21]=[C:22]([C:24]4[N:25]=[N:26][N:27]([CH:29]5[CH2:30][CH2:31][N:32]([CH3:35])[CH2:33][CH2:34]5)[CH:28]=4)[CH:23]=[C:18]3[N:17]=[CH:16]2)[CH:12]=[C:11]([NH2:36])[CH:10]=1. The catalyst class is: 33.